This data is from Full USPTO retrosynthesis dataset with 1.9M reactions from patents (1976-2016). The task is: Predict the reactants needed to synthesize the given product. (1) Given the product [Cl:30][C:21]1[CH:20]=[CH:19][C:9]2[C:10]3[CH:15]=[C:14]([C:16]#[N:17])[N+:13]([O-:18])=[CH:12][C:11]=3[N:7]([CH2:6][O:5][CH2:4][CH2:3][Si:2]([CH3:25])([CH3:24])[CH3:1])[C:8]=2[N:22]=1, predict the reactants needed to synthesize it. The reactants are: [CH3:1][Si:2]([CH3:25])([CH3:24])[CH2:3][CH2:4][O:5][CH2:6][N:7]1[C:11]2[CH:12]=[N+:13]([O-:18])[C:14]([C:16]#[N:17])=[CH:15][C:10]=2[C:9]2=[CH:19][CH:20]=[CH:21][N+:22]([O-])=[C:8]12.CS([Cl:30])(=O)=O. (2) Given the product [Cl:19][C:4]1[CH:5]=[C:6]([CH:8]([OH:18])[CH2:9][CH2:10][NH:11][C:12](=[O:17])[C:13]([F:16])([F:15])[F:14])[CH:7]=[C:2]([C:21]#[C:20][C:22]([OH:29])([CH2:26][CH2:27][CH3:28])[CH2:23][CH2:24][CH3:25])[CH:3]=1, predict the reactants needed to synthesize it. The reactants are: Br[C:2]1[CH:3]=[C:4]([Cl:19])[CH:5]=[C:6]([CH:8]([OH:18])[CH2:9][CH2:10][NH:11][C:12](=[O:17])[C:13]([F:16])([F:15])[F:14])[CH:7]=1.[C:20]([C:22]([OH:29])([CH2:26][CH2:27][CH3:28])[CH2:23][CH2:24][CH3:25])#[CH:21]. (3) Given the product [CH2:1]([O:3][C:4]1[C:9]2[O:10][CH:11]([CH3:15])[C:12](=[O:14])[NH:13][C:8]=2[CH:7]=[C:6]([CH2:16][N:32]2[CH2:31][CH2:30][N:29]([C:26]3[CH:27]=[CH:28][C:23]([C:22]([NH:21][CH3:20])=[O:36])=[CH:24][C:25]=3[CH3:35])[CH2:34][CH2:33]2)[CH:5]=1)[CH3:2], predict the reactants needed to synthesize it. The reactants are: [CH2:1]([O:3][C:4]1[C:9]2[O:10][CH:11]([CH3:15])[C:12](=[O:14])[NH:13][C:8]=2[CH:7]=[C:6]([CH:16]=O)[CH:5]=1)[CH3:2].Cl.Cl.[CH3:20][NH:21][C:22](=[O:36])[C:23]1[CH:28]=[CH:27][C:26]([N:29]2[CH2:34][CH2:33][NH:32][CH2:31][CH2:30]2)=[C:25]([CH3:35])[CH:24]=1. (4) Given the product [C:1]([C:5]1[O:9][N:8]=[C:7]([NH:10][C:11]([C@@H:13]2[CH2:17][CH2:16][C:15](=[O:18])[N:14]2[C:19]2[CH:27]=[CH:26][CH:25]=[C:21]([C:22](=[O:23])[NH:32][CH3:31])[CH:20]=2)=[O:12])[CH:6]=1)([CH3:2])([CH3:4])[CH3:3], predict the reactants needed to synthesize it. The reactants are: [C:1]([C:5]1[O:9][N:8]=[C:7]([NH:10][C:11]([C@@H:13]2[CH2:17][CH2:16][C:15](=[O:18])[N:14]2[C:19]2[CH:20]=[C:21]([CH:25]=[CH:26][CH:27]=2)[C:22](O)=[O:23])=[O:12])[CH:6]=1)([CH3:4])([CH3:3])[CH3:2].ClCCl.[CH3:31][NH2:32]. (5) Given the product [CH3:64][O:63][C:61](=[O:62])[C:60]1[CH:65]=[CH:66][C:67]([O:36][CH2:35][CH2:34][O:33][C:20]2[C:19]([Br:37])=[CH:18][C:17]([C:16](=[O:38])[NH:15][CH2:14][CH2:13][CH2:12][CH2:11][CH2:10][CH2:9][CH2:8][CH2:7][C:1]3[CH:2]=[CH:3][CH:4]=[CH:5][CH:6]=3)=[CH:22][C:21]=2[C:23]2[CH:28]=[CH:27][CH:26]=[C:25]([C:29]([F:32])([F:30])[F:31])[CH:24]=2)=[CH:68][C:59]=1[OH:58], predict the reactants needed to synthesize it. The reactants are: [C:1]1([CH2:7][CH2:8][CH2:9][CH2:10][CH2:11][CH2:12][CH2:13][CH2:14][NH:15][C:16](=[O:38])[C:17]2[CH:22]=[C:21]([C:23]3[CH:28]=[CH:27][CH:26]=[C:25]([C:29]([F:32])([F:31])[F:30])[CH:24]=3)[C:20]([O:33][CH2:34][CH2:35][OH:36])=[C:19]([Br:37])[CH:18]=2)[CH:6]=[CH:5][CH:4]=[CH:3][CH:2]=1.C1(P(C2C=CC=CC=2)C2C=CC=CC=2)C=CC=CC=1.[OH:58][C:59]1[CH:68]=[C:67](O)[CH:66]=[CH:65][C:60]=1[C:61]([O:63][CH3:64])=[O:62].N(C(OCC)=O)=NC(OCC)=O. (6) Given the product [Cl:1][C:2]1[N:3]=[C:4]([C:29]2[CH:30]=[CH:31][C:26]([NH:25][C:23]([NH:22][CH:19]3[CH2:20][CH2:21]3)=[O:24])=[CH:27][CH:28]=2)[C:5]2[CH2:10][N:9]([C:11]([O:13][C:14]([CH3:17])([CH3:16])[CH3:15])=[O:12])[CH2:8][C:6]=2[N:7]=1, predict the reactants needed to synthesize it. The reactants are: [Cl:1][C:2]1[N:3]=[C:4](Cl)[C:5]2[CH2:10][N:9]([C:11]([O:13][C:14]([CH3:17])([CH3:16])[CH3:15])=[O:12])[CH2:8][C:6]=2[N:7]=1.[CH:19]1([NH:22][C:23]([NH:25][C:26]2[CH:31]=[CH:30][C:29](B3OC(C)(C)C(C)(C)O3)=[CH:28][CH:27]=2)=[O:24])[CH2:21][CH2:20]1.C([O-])([O-])=O.[Na+].[Na+].C(Cl)Cl.